Dataset: Forward reaction prediction with 1.9M reactions from USPTO patents (1976-2016). Task: Predict the product of the given reaction. (1) Given the reactants Cl.[Cl:2][C:3]1[C:12]2[C:7](=[CH:8][C:9]([O:15][CH:16]3[CH2:21][CH2:20][N:19](C(OC(C)(C)C)=O)[CH2:18][CH2:17]3)=[C:10]([O:13][CH3:14])[CH:11]=2)[N:6]=[CH:5][N:4]=1.[Cl:29][C:30]1[CH:31]=[C:32]([CH:34]=[CH:35][C:36]=1[F:37])[NH2:33], predict the reaction product. The product is: [ClH:2].[Cl:29][C:30]1[CH:31]=[C:32]([NH:33][C:3]2[C:12]3[C:7](=[CH:8][C:9]([O:15][CH:16]4[CH2:17][CH2:18][NH:19][CH2:20][CH2:21]4)=[C:10]([O:13][CH3:14])[CH:11]=3)[N:6]=[CH:5][N:4]=2)[CH:34]=[CH:35][C:36]=1[F:37]. (2) Given the reactants [CH2:1]([C:7]1[C:8]2[S:17][CH:16]=[C:15]([CH2:18][CH2:19][CH2:20][CH2:21][CH2:22][CH3:23])[C:9]=2[S:10][C:11]=1C(O)=O)[CH2:2][CH2:3][CH2:4][CH2:5][CH3:6].N1C2C(=CC=CC=2)C=CC=1.C(=O)=O, predict the reaction product. The product is: [CH2:18]([C:15]1[C:9]2[S:10][CH:11]=[C:7]([CH2:1][CH2:2][CH2:3][CH2:4][CH2:5][CH3:6])[C:8]=2[S:17][CH:16]=1)[CH2:19][CH2:20][CH2:21][CH2:22][CH3:23].